The task is: Predict the reactants needed to synthesize the given product.. This data is from Full USPTO retrosynthesis dataset with 1.9M reactions from patents (1976-2016). (1) Given the product [Br:25][C:15]1[C:14]2[C:9](=[CH:10][CH:11]=[CH:12][CH:13]=2)[C:8]([C:19]2[CH:24]=[CH:23][CH:22]=[CH:21][CH:20]=2)=[C:7]2[C:16]=1[CH:17]=[CH:18][C:5]([C:1]([CH3:4])([CH3:2])[CH3:3])=[CH:6]2, predict the reactants needed to synthesize it. The reactants are: [C:1]([C:5]1[CH:18]=[CH:17][C:16]2[C:7](=[C:8]([C:19]3[CH:24]=[CH:23][CH:22]=[CH:21][CH:20]=3)[C:9]3[C:14]([CH:15]=2)=[CH:13][CH:12]=[CH:11][CH:10]=3)[CH:6]=1)([CH3:4])([CH3:3])[CH3:2].[Br:25]N1C(=O)CCC1=O.CN(C)C=O. (2) Given the product [S:3]1[C:4]2[CH:10]=[CH:9][CH:8]=[CH:7][C:5]=2[N:6]=[C:2]1[NH:20][C:17]1[CH:16]=[CH:15][C:14]([N:13]([CH2:21][CH3:22])[CH2:11][CH3:12])=[CH:19][CH:18]=1, predict the reactants needed to synthesize it. The reactants are: Cl[C:2]1[S:3][C:4]2[CH:10]=[CH:9][CH:8]=[CH:7][C:5]=2[N:6]=1.[CH2:11]([N:13]([CH2:21][CH3:22])[C:14]1[CH:19]=[CH:18][C:17]([NH2:20])=[CH:16][CH:15]=1)[CH3:12]. (3) Given the product [CH2:31]([C:2]1[C:10]2[C:5](=[CH:6][CH:7]=[CH:8][CH:9]=2)[N:4]([CH2:11][CH2:12][CH2:13][O:14][C:15]2[C:24]3[C:19](=[CH:20][CH:21]=[CH:22][CH:23]=3)[CH:18]=[CH:17][CH:16]=2)[C:3]=1[C:25]([O:27][CH2:28][CH3:29])=[O:26])[C:32]1[CH:37]=[CH:36][CH:35]=[CH:34][CH:33]=1, predict the reactants needed to synthesize it. The reactants are: Br[C:2]1[C:10]2[C:5](=[CH:6][CH:7]=[CH:8][CH:9]=2)[N:4]([CH2:11][CH2:12][CH2:13][O:14][C:15]2[C:24]3[C:19](=[CH:20][CH:21]=[CH:22][CH:23]=3)[CH:18]=[CH:17][CH:16]=2)[C:3]=1[C:25]([O:27][CH2:28][CH3:29])=[O:26].[Br-].[CH2:31]([Zn+])[C:32]1[CH:37]=[CH:36][CH:35]=[CH:34][CH:33]=1.